This data is from Forward reaction prediction with 1.9M reactions from USPTO patents (1976-2016). The task is: Predict the product of the given reaction. (1) Given the reactants S(C1C=CC([N+]([O-])=O)=CC=1)(O)(=O)=O.[CH3:14][S@:15]([CH2:18][CH2:19][CH2:20][O:21][CH2:22][C:23]1[CH:28]=[CH:27][CH:26]=[CH:25][CH:24]=1)(=[NH:17])=[O:16].C([O-])([O-])=O.[Cs+].[Cs+], predict the reaction product. The product is: [CH3:14][S@:15]([CH2:18][CH2:19][CH2:20][O:21][CH2:22][C:23]1[CH:28]=[CH:27][CH:26]=[CH:25][CH:24]=1)(=[NH:17])=[O:16]. (2) Given the reactants Cl.[NH2:2][CH:3]1[CH2:7][CH2:6][N:5]([C:8]2[N:9]=[C:10]([NH:17][C:18]3[CH:23]=[CH:22][C:21]([O:24][CH3:25])=[C:20]([O:26][CH3:27])[CH:19]=3)[C:11]3[N:16]=[CH:15][S:14][C:12]=3[N:13]=2)[CH2:4]1.[OH:28][C:29]1[CH:30]=[C:31]([CH:35]=[CH:36][C:37]=1[C:38]([O:40][CH3:41])=[O:39])[C:32](O)=[O:33].CCN=C=NCCCN(C)C.CN1C=CN=C1, predict the reaction product. The product is: [CH3:27][O:26][C:20]1[CH:19]=[C:18]([NH:17][C:10]2[C:11]3[N:16]=[CH:15][S:14][C:12]=3[N:13]=[C:8]([N:5]3[CH2:6][CH2:7][CH:3]([NH:2][C:32]([C:31]4[CH:35]=[CH:36][C:37]([C:38]([O:40][CH3:41])=[O:39])=[C:29]([OH:28])[CH:30]=4)=[O:33])[CH2:4]3)[N:9]=2)[CH:23]=[CH:22][C:21]=1[O:24][CH3:25]. (3) Given the reactants [C:1](Cl)(=O)[C:2](Cl)=O.[CH3:7][O:8][C:9]1[CH:14]=[CH:13][C:12]([N:15]2[C:19]([C:20]([OH:22])=O)=[CH:18][C:17]([S:23][CH3:24])=[N:16]2)=[CH:11][CH:10]=1.N[C:26]1[CH:38]=[CH:37][C:29]([C:30](N2CCCC2)=[O:31])=[CH:28][CH:27]=1, predict the reaction product. The product is: [C:30]([CH:2]1[CH2:1][N:15]([NH:16][C:20]([C:19]2[N:15]([C:12]3[CH:11]=[CH:10][C:9]([O:8][CH3:7])=[CH:14][CH:13]=3)[N:16]=[C:17]([S:23][CH3:24])[CH:18]=2)=[O:22])[CH2:12][CH2:11]1)(=[O:31])[C:29]1[CH:28]=[CH:27][CH:26]=[CH:38][CH:37]=1. (4) Given the reactants [N:1]1[CH:6]=[CH:5][CH:4]=[CH:3][C:2]=1[CH2:7][CH2:8][C:9]([NH2:11])=[O:10].[Cl:12][CH2:13][C:14](=[O:16])[CH3:15].C(OCC)(=O)C, predict the reaction product. The product is: [Cl-:12].[NH2:11][C:9](=[O:10])[CH2:8][CH2:7][C:2]1[CH:3]=[CH:4][CH:5]=[CH:6][N+:1]=1[CH2:13][C:14](=[O:16])[CH3:15].